From a dataset of Reaction yield outcomes from USPTO patents with 853,638 reactions. Predict the reaction yield, written as a fraction of the theoretical maximum amount of product (1.0 means a 100% yield; for example, 0.34 means a 34% yield). The reactants are [F:1][C:2]1[C:7]([O:8][CH3:9])=[CH:6][CH:5]=[CH:4][C:3]=1[C:10]1[O:14][N:13]=[C:12]([CH2:15][CH2:16][C@@:17]([CH3:27])([S:23]([CH3:26])(=[O:25])=[O:24])[C:18]([O:20]CC)=[O:19])[CH:11]=1.FC1C(OC)=CC=CC=1C1C=C(CC[C@@](C)(S(C)(=O)=O)C(O)=O)ON=1. No catalyst specified. The product is [F:1][C:2]1[C:7]([O:8][CH3:9])=[CH:6][CH:5]=[CH:4][C:3]=1[C:10]1[O:14][N:13]=[C:12]([CH2:15][CH2:16][C@@:17]([CH3:27])([S:23]([CH3:26])(=[O:25])=[O:24])[C:18]([OH:20])=[O:19])[CH:11]=1. The yield is 0.950.